This data is from Reaction yield outcomes from USPTO patents with 853,638 reactions. The task is: Predict the reaction yield, written as a fraction of the theoretical maximum amount of product (1.0 means a 100% yield; for example, 0.34 means a 34% yield). (1) The reactants are [CH2:1]([O:8][CH:9]1[CH2:14][CH2:13][C:12]([CH3:18])([C:15](O)=[O:16])[CH2:11][CH2:10]1)[C:2]1[CH:7]=[CH:6][CH:5]=[CH:4][CH:3]=1.S(Cl)([Cl:21])=O. No catalyst specified. The product is [CH2:1]([O:8][CH:9]1[CH2:14][CH2:13][C:12]([CH3:18])([C:15]([Cl:21])=[O:16])[CH2:11][CH2:10]1)[C:2]1[CH:7]=[CH:6][CH:5]=[CH:4][CH:3]=1. The yield is 0.990. (2) The reactants are Cl[C:2]1[N:7]=[CH:6][N:5]=[C:4]2[N:8]([C:13]([C:26]3[CH:31]=[CH:30][CH:29]=[CH:28][CH:27]=3)([C:20]3[CH:25]=[CH:24][CH:23]=[CH:22][CH:21]=3)[C:14]3[CH:19]=[CH:18][CH:17]=[CH:16][CH:15]=3)[N:9]=[C:10]([CH2:11][CH3:12])[C:3]=12.[F:32][C:33]1[CH:34]=[C:35]([C:48]2([CH2:52][NH:53][C:54](=[O:60])[O:55][C:56]([CH3:59])([CH3:58])[CH3:57])[CH2:51][CH2:50][CH2:49]2)[CH:36]=[C:37](B2OC(C)(C)C(C)(C)O2)[CH:38]=1.C(=O)([O-])[O-].[Na+].[Na+]. The catalyst is O1CCOCC1.CCOC(C)=O.O.CC(C)([P](C(C)(C)C)([Pd][P](C(C)(C)C)(C(C)(C)C)C(C)(C)C)C(C)(C)C)C. The product is [CH2:11]([C:10]1[C:3]2[C:4](=[N:5][CH:6]=[N:7][C:2]=2[C:37]2[CH:36]=[C:35]([C:48]3([CH2:52][NH:53][C:54](=[O:60])[O:55][C:56]([CH3:58])([CH3:57])[CH3:59])[CH2:49][CH2:50][CH2:51]3)[CH:34]=[C:33]([F:32])[CH:38]=2)[N:8]([C:13]([C:26]2[CH:31]=[CH:30][CH:29]=[CH:28][CH:27]=2)([C:14]2[CH:19]=[CH:18][CH:17]=[CH:16][CH:15]=2)[C:20]2[CH:25]=[CH:24][CH:23]=[CH:22][CH:21]=2)[N:9]=1)[CH3:12]. The yield is 0.900.